From a dataset of Catalyst prediction with 721,799 reactions and 888 catalyst types from USPTO. Predict which catalyst facilitates the given reaction. (1) Reactant: [Cl:1][C:2]1[CH:7]=[C:6]([C:8]([OH:10])=[O:9])[CH:5]=[C:4]([CH3:11])[N:3]=1.[CH2:12](O)[CH3:13]. Product: [Cl:1][C:2]1[CH:7]=[C:6]([C:8]([O:10][CH2:12][CH3:13])=[O:9])[CH:5]=[C:4]([CH3:11])[N:3]=1. The catalyst class is: 65. (2) Reactant: [CH3:1][O:2][C:3](=[O:9])[C@H:4]([C@@H:6]([CH3:8])[OH:7])[NH2:5].Cl.C(N([CH2:16][CH3:17])CC)C.[I:18][C:19]1[CH:20]=[C:21]([OH:28])[C:22](=[CH:26][CH:27]=1)[C:23]([OH:25])=O.C1C=CC2N([OH:38])N=NC=2C=1.C1CCC(N=C=NC2CCCCC2)CC1. Product: [C:16]([O:28][C:21]1[CH:20]=[C:19]([I:18])[CH:27]=[CH:26][C:22]=1[C:23]([NH:5][C@@H:4]([C@H:6]([OH:7])[CH3:8])[C:3]([O:2][CH3:1])=[O:9])=[O:25])(=[O:38])[CH3:17]. The catalyst class is: 2. (3) Reactant: [CH2:1]=P(C1C=CC=CC=1)(C1C=CC=CC=1)C1C=CC=CC=1.[H-].[Na+].[C:23]([O:27][C:28]([N:30]1[CH2:34][C:33](=O)[CH2:32][C@H:31]1[C:36]([OH:38])=[O:37])=[O:29])([CH3:26])([CH3:25])[CH3:24].C([O-])(O)=O.[Na+]. Product: [C:23]([O:27][C:28]([N:30]1[CH2:34][C:33](=[CH2:1])[CH2:32][C@H:31]1[C:36]([OH:38])=[O:37])=[O:29])([CH3:26])([CH3:25])[CH3:24]. The catalyst class is: 307. (4) Reactant: [Cl:1][C:2]1[CH:7]=[CH:6][C:5]([I:8])=[CH:4][C:3]=1[CH3:9].[Br:10]N1C(=O)CCC1=O. Product: [Br:10][CH2:9][C:3]1[CH:4]=[C:5]([I:8])[CH:6]=[CH:7][C:2]=1[Cl:1]. The catalyst class is: 340. (5) Reactant: C(=O)([O-])[O-].[K+].[K+].[CH3:7][O:8][C:9]1[CH:14]=[CH:13][C:12]([NH2:15])=[CH:11][CH:10]=1.[CH:16]1[C:25]2[C:20](=[CH:21][CH:22]=[CH:23][CH:24]=2)[CH:19]=[CH:18][C:17]=1[O:26][CH2:27][CH2:28]Cl. Product: [CH3:7][O:8][C:9]1[CH:14]=[CH:13][C:12]([NH:15][CH2:28][CH2:27][O:26][C:17]2[CH:18]=[CH:19][C:20]3[C:25](=[CH:24][CH:23]=[CH:22][CH:21]=3)[CH:16]=2)=[CH:11][CH:10]=1. The catalyst class is: 58.